This data is from Reaction yield outcomes from USPTO patents with 853,638 reactions. The task is: Predict the reaction yield, written as a fraction of the theoretical maximum amount of product (1.0 means a 100% yield; for example, 0.34 means a 34% yield). (1) The reactants are I[C:2]1[CH:17]=[CH:16][C:5]([C:6]([NH:8][CH2:9][C:10]2[CH:15]=[CH:14][CH:13]=[CH:12][CH:11]=2)=[O:7])=[CH:4][CH:3]=1.[O-]P([O-])([O-])=O.[K+].[K+].[K+].[C@@H]1(N)CCCC[C@H]1N.CCCCCCCCCCCC.[CH3:46][NH:47][CH:48]=[O:49]. The catalyst is [Cu]I.O1CCOCC1. The product is [CH2:9]([NH:8][C:6]([C:5]1[CH:16]=[CH:17][C:2]([N:47]([CH3:46])[CH:48]=[O:49])=[CH:3][CH:4]=1)=[O:7])[C:10]1[CH:15]=[CH:14][CH:13]=[CH:12][CH:11]=1. The yield is 0.980. (2) The product is [C:23]([Si:26]([CH3:28])([CH3:27])[O:14][CH:12]1[CH2:11][N:10]([C:7]2[CH:6]=[CH:5][C:4]([N+:1]([O-:3])=[O:2])=[N:9][CH:8]=2)[CH2:13]1)([CH3:25])([CH3:24])[CH3:22]. The yield is 0.730. The catalyst is CN(C=O)C. The reactants are [N+:1]([C:4]1[N:9]=[CH:8][C:7]([N:10]2[CH2:13][CH:12]([OH:14])[CH2:11]2)=[CH:6][CH:5]=1)([O-:3])=[O:2].CCN(CC)CC.[CH3:22][C:23]([Si:26](Cl)([CH3:28])[CH3:27])([CH3:25])[CH3:24].CCOC(C)=O.C([O-])(O)=O.[Na+]. (3) The reactants are O[C@@H:2]1[CH2:6][CH2:5][N:4]([C:7]([O:9][CH2:10][C:11]2[CH:16]=[CH:15][CH:14]=[CH:13][CH:12]=2)=[O:8])[CH2:3]1.[C:17]1([CH3:27])[CH:22]=[CH:21][C:20]([S:23](Cl)(=[O:25])=[O:24])=[CH:19][CH:18]=1.C(N(CC)CC)C. The catalyst is C(Cl)Cl. The product is [S:23]([C@@H:2]1[CH2:6][CH2:5][N:4]([C:7]([O:9][CH2:10][C:11]2[CH:16]=[CH:15][CH:14]=[CH:13][CH:12]=2)=[O:8])[CH2:3]1)([C:20]1[CH:21]=[CH:22][C:17]([CH3:27])=[CH:18][CH:19]=1)(=[O:25])=[O:24]. The yield is 0.880.